Dataset: NCI-60 drug combinations with 297,098 pairs across 59 cell lines. Task: Regression. Given two drug SMILES strings and cell line genomic features, predict the synergy score measuring deviation from expected non-interaction effect. (1) Drug 1: CS(=O)(=O)C1=CC(=C(C=C1)C(=O)NC2=CC(=C(C=C2)Cl)C3=CC=CC=N3)Cl. Drug 2: CC1=C(C(CCC1)(C)C)C=CC(=CC=CC(=CC(=O)O)C)C. Cell line: UACC62. Synergy scores: CSS=5.58, Synergy_ZIP=-2.57, Synergy_Bliss=0.281, Synergy_Loewe=-0.622, Synergy_HSA=0.238. (2) Drug 1: C1=CN(C(=O)N=C1N)C2C(C(C(O2)CO)O)O.Cl. Drug 2: CCC1(C2=C(COC1=O)C(=O)N3CC4=CC5=C(C=CC(=C5CN(C)C)O)N=C4C3=C2)O.Cl. Cell line: NCI-H322M. Synergy scores: CSS=8.73, Synergy_ZIP=-1.08, Synergy_Bliss=2.84, Synergy_Loewe=-6.06, Synergy_HSA=-2.21. (3) Synergy scores: CSS=2.88, Synergy_ZIP=0.265, Synergy_Bliss=2.17, Synergy_Loewe=0.249, Synergy_HSA=0.696. Drug 2: CC1=C(C=C(C=C1)C(=O)NC2=CC(=CC(=C2)C(F)(F)F)N3C=C(N=C3)C)NC4=NC=CC(=N4)C5=CN=CC=C5. Drug 1: CN1C(=O)N2C=NC(=C2N=N1)C(=O)N. Cell line: M14. (4) Drug 1: CNC(=O)C1=CC=CC=C1SC2=CC3=C(C=C2)C(=NN3)C=CC4=CC=CC=N4. Drug 2: C#CCC(CC1=CN=C2C(=N1)C(=NC(=N2)N)N)C3=CC=C(C=C3)C(=O)NC(CCC(=O)O)C(=O)O. Cell line: HCT-15. Synergy scores: CSS=1.11, Synergy_ZIP=-0.242, Synergy_Bliss=1.79, Synergy_Loewe=0.520, Synergy_HSA=0.281.